This data is from Merck oncology drug combination screen with 23,052 pairs across 39 cell lines. The task is: Regression. Given two drug SMILES strings and cell line genomic features, predict the synergy score measuring deviation from expected non-interaction effect. (1) Cell line: A375. Synergy scores: synergy=10.5. Drug 1: Cn1c(=O)n(-c2ccc(C(C)(C)C#N)cc2)c2c3cc(-c4cnc5ccccc5c4)ccc3ncc21. Drug 2: CCc1cnn2c(NCc3ccc[n+]([O-])c3)cc(N3CCCCC3CCO)nc12. (2) Synergy scores: synergy=0.513. Drug 2: COc1cccc2c1C(=O)c1c(O)c3c(c(O)c1C2=O)CC(O)(C(=O)CO)CC3OC1CC(N)C(O)C(C)O1. Cell line: CAOV3. Drug 1: CN1C(=O)C=CC2(C)C3CCC4(C)C(NC(=O)OCC(F)(F)F)CCC4C3CCC12.